Dataset: Full USPTO retrosynthesis dataset with 1.9M reactions from patents (1976-2016). Task: Predict the reactants needed to synthesize the given product. (1) Given the product [CH2:13]([O:10][C:5]1[CH:6]=[CH:7][CH:8]=[CH:9][C:4]=1[N+:1]([O-:3])=[O:2])[CH:12]=[CH2:11], predict the reactants needed to synthesize it. The reactants are: [N+:1]([C:4]1[CH:9]=[CH:8][CH:7]=[CH:6][C:5]=1[OH:10])([O-:3])=[O:2].[CH2:11](Br)[CH:12]=[CH2:13].C([O-])([O-])=O.[K+].[K+]. (2) Given the product [CH2:34]([O:41][C:2]1[C:3](=[O:13])[N:4]([CH2:10][O:11][CH3:12])[C:5]([CH3:9])=[N:6][C:7]=1[CH3:8])[C:35]1[CH:40]=[CH:39][CH:38]=[CH:37][CH:36]=1, predict the reactants needed to synthesize it. The reactants are: I[C:2]1[C:3](=[O:13])[N:4]([CH2:10][O:11][CH3:12])[C:5]([CH3:9])=[N:6][C:7]=1[CH3:8].C(=O)([O-])[O-].[Cs+].[Cs+].N1C2C(=CC=C3C=2N=CC=C3)C=CC=1.[CH2:34]([OH:41])[C:35]1[CH:40]=[CH:39][CH:38]=[CH:37][CH:36]=1. (3) Given the product [C:7]([CH:9]([C:16]1[CH:21]=[C:20]([O:22][CH3:23])[C:19]([O:24][CH3:25])=[CH:18][C:17]=1[N+:26]([O-:28])=[O:27])[C:10]([O:12][CH2:13][CH3:14])=[O:11])#[N:8], predict the reactants needed to synthesize it. The reactants are: CC(C)([O-])C.[K+].[C:7]([CH2:9][C:10]([O:12][CH2:13][CH3:14])=[O:11])#[N:8].Cl[C:16]1[CH:21]=[C:20]([O:22][CH3:23])[C:19]([O:24][CH3:25])=[CH:18][C:17]=1[N+:26]([O-:28])=[O:27].O. (4) The reactants are: [OH-].[Na+:2].[CH:3]1[N:7]=[CH:6][N:5]([CH2:8][C:9]([P:15]([OH:18])([OH:17])=[O:16])([P:11]([OH:14])([OH:13])=[O:12])[OH:10])[CH:4]=1. Given the product [CH:3]1[N:7]=[CH:6][N:5]([CH2:8][C:9]([P:11]([O-:14])([O-:13])=[O:12])([P:15]([O-:17])([OH:18])=[O:16])[OH:10])[CH:4]=1.[Na+:2].[Na+:2].[Na+:2], predict the reactants needed to synthesize it. (5) The reactants are: Cl.C(OC([N:9]1[CH2:37][CH2:36][C:12]2([C:16](=[O:17])[N:15]([C:18]3[C:19]([CH3:35])=[N:20][C:21]([N:24]4[CH2:28][CH2:27][C@H:26]([N:29]5[CH2:33][CH2:32][CH2:31][C@@H:30]5[CH3:34])[CH2:25]4)=[CH:22][CH:23]=3)[CH2:14][CH2:13]2)[CH2:11][CH2:10]1)=O)(C)(C)C. Given the product [CH3:35][C:19]1[C:18]([N:15]2[CH2:14][CH2:13][C:12]3([CH2:36][CH2:37][NH:9][CH2:10][CH2:11]3)[C:16]2=[O:17])=[CH:23][CH:22]=[C:21]([N:24]2[CH2:28][CH2:27][C@H:26]([N:29]3[CH2:33][CH2:32][CH2:31][C@@H:30]3[CH3:34])[CH2:25]2)[N:20]=1, predict the reactants needed to synthesize it. (6) The reactants are: Br[C:2]1[CH:3]=[C:4]2[C@@:15]3([CH2:19][O:18][C:17]([NH2:20])=[N:16]3)[C:14]3[CH:13]=[C:12](Cl)[N:11]=[C:10]([O:22][CH3:23])[C:9]=3[O:8][C:5]2=[CH:6][CH:7]=1.[N:24]1[CH:29]=[CH:28][CH:27]=[C:26](B(O)O)[CH:25]=1.[F:33][C:34]1[CH:39]=[C:38](B(O)O)[CH:37]=[CH:36][N:35]=1. Given the product [F:33][C:34]1[CH:39]=[C:38]([C:12]2[N:11]=[C:10]([O:22][CH3:23])[C:9]3[O:8][C:5]4[C:4]([C@@:15]5([CH2:19][O:18][C:17]([NH2:20])=[N:16]5)[C:14]=3[CH:13]=2)=[CH:3][C:2]([C:26]2[CH:25]=[N:24][CH:29]=[CH:28][CH:27]=2)=[CH:7][CH:6]=4)[CH:37]=[CH:36][N:35]=1, predict the reactants needed to synthesize it. (7) Given the product [Cl:27][C:24]1[CH:25]=[CH:26][C:21]([C:20]([C:4]2[C:3]3[C:2]([S:31]([CH3:30])(=[O:33])=[O:32])=[CH:10][C:9]([F:11])=[CH:8][C:7]=3[N:6]3[CH2:12][CH2:13][CH:14]([CH2:15][C:16]([O:18][CH3:19])=[O:17])[C:5]=23)=[O:28])=[CH:22][CH:23]=1, predict the reactants needed to synthesize it. The reactants are: Br[C:2]1[C:3]2[C:4]([C:20](=[O:28])[C:21]3[CH:26]=[CH:25][C:24]([Cl:27])=[CH:23][CH:22]=3)=[C:5]3[CH:14]([CH2:15][C:16]([O:18][CH3:19])=[O:17])[CH2:13][CH2:12][N:6]3[C:7]=2[CH:8]=[C:9]([F:11])[CH:10]=1.[Na+].[CH3:30][S:31]([O-:33])=[O:32].